This data is from NCI-60 drug combinations with 297,098 pairs across 59 cell lines. The task is: Regression. Given two drug SMILES strings and cell line genomic features, predict the synergy score measuring deviation from expected non-interaction effect. (1) Drug 1: CC1C(C(CC(O1)OC2CC(OC(C2O)C)OC3=CC4=CC5=C(C(=O)C(C(C5)C(C(=O)C(C(C)O)O)OC)OC6CC(C(C(O6)C)O)OC7CC(C(C(O7)C)O)OC8CC(C(C(O8)C)O)(C)O)C(=C4C(=C3C)O)O)O)O. Drug 2: C1CN(P(=O)(OC1)NCCCl)CCCl. Cell line: SNB-19. Synergy scores: CSS=6.80, Synergy_ZIP=-0.787, Synergy_Bliss=-2.37, Synergy_Loewe=-51.1, Synergy_HSA=-2.54. (2) Drug 1: CN1CCC(CC1)COC2=C(C=C3C(=C2)N=CN=C3NC4=C(C=C(C=C4)Br)F)OC. Drug 2: CN1C2=C(C=C(C=C2)N(CCCl)CCCl)N=C1CCCC(=O)O.Cl. Cell line: SNB-19. Synergy scores: CSS=12.2, Synergy_ZIP=2.50, Synergy_Bliss=9.65, Synergy_Loewe=7.75, Synergy_HSA=9.56. (3) Drug 1: CN(CC1=CN=C2C(=N1)C(=NC(=N2)N)N)C3=CC=C(C=C3)C(=O)NC(CCC(=O)O)C(=O)O. Drug 2: C1CN1P(=S)(N2CC2)N3CC3. Cell line: HOP-92. Synergy scores: CSS=10.8, Synergy_ZIP=-7.64, Synergy_Bliss=-9.90, Synergy_Loewe=-5.77, Synergy_HSA=-4.34. (4) Drug 1: C1=CC(=CC=C1C#N)C(C2=CC=C(C=C2)C#N)N3C=NC=N3. Drug 2: C1=CN(C=N1)CC(O)(P(=O)(O)O)P(=O)(O)O. Cell line: KM12. Synergy scores: CSS=-1.75, Synergy_ZIP=-0.769, Synergy_Bliss=-2.54, Synergy_Loewe=-0.0676, Synergy_HSA=-3.86. (5) Drug 1: CS(=O)(=O)CCNCC1=CC=C(O1)C2=CC3=C(C=C2)N=CN=C3NC4=CC(=C(C=C4)OCC5=CC(=CC=C5)F)Cl. Drug 2: CCC1(C2=C(COC1=O)C(=O)N3CC4=CC5=C(C=CC(=C5CN(C)C)O)N=C4C3=C2)O.Cl. Cell line: NCI-H226. Synergy scores: CSS=5.87, Synergy_ZIP=-4.21, Synergy_Bliss=1.79, Synergy_Loewe=-7.46, Synergy_HSA=0.950.